Dataset: Full USPTO retrosynthesis dataset with 1.9M reactions from patents (1976-2016). Task: Predict the reactants needed to synthesize the given product. (1) Given the product [Cl:27][C:9]1[C:10]2[N:11]=[CH:12][C:3]([C:2]([F:15])([F:14])[F:1])=[CH:4][C:5]=2[N:6]=[CH:7][N:8]=1, predict the reactants needed to synthesize it. The reactants are: [F:1][C:2]([F:15])([F:14])[C:3]1[CH:12]=[N:11][C:10]2[C:9](O)=[N:8][CH:7]=[N:6][C:5]=2[CH:4]=1.CCN(C(C)C)C(C)C.O=P(Cl)(Cl)[Cl:27].O. (2) Given the product [Cl:16][C:9]1[CH:10]=[N:11][C:12]2[C:7]([C:8]=1[OH:15])=[C:6]1[O:1][CH2:2][CH2:3][O:4][C:5]1=[CH:14][CH:13]=2, predict the reactants needed to synthesize it. The reactants are: [O:1]1[C:6]2=[C:7]3[C:12](=[CH:13][CH:14]=[C:5]2[O:4][CH2:3][CH2:2]1)[NH:11][CH:10]=[CH:9][C:8]3=[O:15].[Cl:16]N1C(=O)CCC1=O. (3) Given the product [CH3:34][O:35][C:36]([C:38]1([NH:46][C:9](=[O:11])[CH2:8][C:6]2[CH:7]=[C:2]([Br:1])[C:3]([F:13])=[CH:4][C:5]=2[CH3:12])[CH2:43][CH2:42][N:41]([O:44][CH3:45])[CH2:40][CH2:39]1)=[O:37], predict the reactants needed to synthesize it. The reactants are: [Br:1][C:2]1[C:3]([F:13])=[CH:4][C:5]([CH3:12])=[C:6]([CH2:8][C:9]([OH:11])=O)[CH:7]=1.C(N1C=CN=C1)(N1C=CN=C1)=O.C(N(CC)CC)C.Cl.[CH3:34][O:35][C:36]([C:38]1([NH2:46])[CH2:43][CH2:42][N:41]([O:44][CH3:45])[CH2:40][CH2:39]1)=[O:37]. (4) Given the product [Cl:1][C:2]1[CH:7]=[CH:6][C:5]([NH:8][C:9](=[O:23])[C:10]2[CH:15]=[CH:14][C:13]([N:16]3[CH2:21][CH2:20][N:19]([CH3:32])[CH2:18][C:17]3=[O:22])=[CH:12][CH:11]=2)=[CH:4][C:3]=1[C:24]1[CH:29]=[CH:28][CH:27]=[CH:26][N:25]=1, predict the reactants needed to synthesize it. The reactants are: [Cl:1][C:2]1[CH:7]=[CH:6][C:5]([NH:8][C:9](=[O:23])[C:10]2[CH:15]=[CH:14][C:13]([N:16]3[CH2:21][CH2:20][NH:19][CH2:18][C:17]3=[O:22])=[CH:12][CH:11]=2)=[CH:4][C:3]=1[C:24]1[CH:29]=[CH:28][CH:27]=[CH:26][N:25]=1.C=O.[C:32](O[BH-](OC(=O)C)OC(=O)C)(=O)C.[Na+].CC(O)=O. (5) Given the product [ClH:40].[NH2:30][CH:27]1[CH2:26][CH2:25][N:24]([C:22]([C:21]2[CH:20]=[CH:19][C:18]([C:15]3[N:16]=[CH:17][C:12]4[N:13]([C:9]([C:6]5[CH:7]=[CH:8][C:3]([C:1]#[N:2])=[CH:4][CH:5]=5)=[CH:10][N:11]=4)[CH:14]=3)=[CH:39][CH:38]=2)=[O:23])[CH2:29][CH2:28]1, predict the reactants needed to synthesize it. The reactants are: [C:1]([C:3]1[CH:8]=[CH:7][C:6]([C:9]2[N:13]3[CH:14]=[C:15]([C:18]4[CH:39]=[CH:38][C:21]([C:22]([N:24]5[CH2:29][CH2:28][CH:27]([NH:30]C(=O)OC(C)(C)C)[CH2:26][CH2:25]5)=[O:23])=[CH:20][CH:19]=4)[N:16]=[CH:17][C:12]3=[N:11][CH:10]=2)=[CH:5][CH:4]=1)#[N:2].[ClH:40].O1CCOCC1. (6) Given the product [CH3:1][S:2][C:3]1[N:8]=[C:7]([NH:9][C:20]2[S:21][C:22]3[CH:28]=[CH:27][CH:26]=[CH:25][C:23]=3[N:24]=2)[CH:6]=[C:5]([CH2:10][C:11]2[CH:16]=[CH:15][CH:14]=[CH:13][CH:12]=2)[N:4]=1, predict the reactants needed to synthesize it. The reactants are: [CH3:1][S:2][C:3]1[N:8]=[C:7]([NH2:9])[CH:6]=[C:5]([CH2:10][C:11]2[CH:16]=[CH:15][CH:14]=[CH:13][CH:12]=2)[N:4]=1.[H-].[Na+].Cl[C:20]1[S:21][C:22]2[CH:28]=[CH:27][CH:26]=[CH:25][C:23]=2[N:24]=1.[Cl-].[NH4+]. (7) Given the product [NH2:29][C:23]1[C:16]2[C@@:17]3([CH3:22])[C@H:20]([CH3:21])[C@H:13]([N:12]([C:10]([C:8]4[CH:7]=[CH:6][C:5]5[N:1]=[CH:2][NH:3][C:4]=5[CH:9]=4)=[O:11])[CH2:19][CH2:18]3)[CH2:14][C:15]=2[CH:26]=[CH:25][C:24]=1[O:27][CH3:28], predict the reactants needed to synthesize it. The reactants are: [N:1]1[C:5]2[CH:6]=[CH:7][C:8]([C:10]([N:12]3[CH2:19][CH2:18][C@:17]4([CH3:22])[C@H:20]([CH3:21])[C@H:13]3[CH2:14][C:15]3[CH:26]=[CH:25][C:24]([O:27][CH3:28])=[C:23]([N+:29]([O-])=O)[C:16]=34)=[O:11])=[CH:9][C:4]=2[NH:3][CH:2]=1. (8) The reactants are: [OH-].[K+].CN1C=C(C2C=C3C=CNC3=NC=2)C=N1.II.S(OS([O-])=O)([O-])=O.[Na+].[Na+].[I:29][C:30]1[C:38]2[C:33](=[N:34][CH:35]=[C:36]([C:39]3[CH:40]=[N:41][N:42]([CH3:44])[CH:43]=3)[CH:37]=2)[NH:32][CH:31]=1.[C:45](O[C:45]([O:47][C:48]([CH3:51])([CH3:50])[CH3:49])=[O:46])([O:47][C:48]([CH3:51])([CH3:50])[CH3:49])=[O:46]. Given the product [I:29][C:30]1[C:38]2[C:33](=[N:34][CH:35]=[C:36]([C:39]3[CH:40]=[N:41][N:42]([CH3:44])[CH:43]=3)[CH:37]=2)[N:32]([C:45]([O:47][C:48]([CH3:51])([CH3:50])[CH3:49])=[O:46])[CH:31]=1, predict the reactants needed to synthesize it.